Dataset: Peptide-MHC class II binding affinity with 134,281 pairs from IEDB. Task: Regression. Given a peptide amino acid sequence and an MHC pseudo amino acid sequence, predict their binding affinity value. This is MHC class II binding data. The peptide sequence is PEVIPMFSALSEAATP. The MHC is DRB1_0101 with pseudo-sequence DRB1_0101. The binding affinity (normalized) is 0.787.